This data is from Catalyst prediction with 721,799 reactions and 888 catalyst types from USPTO. The task is: Predict which catalyst facilitates the given reaction. (1) Reactant: [C:1]([N:5]1[CH2:10][CH2:9][C@@H:8]([O:11][C:12]2[CH:13]=[C:14]3[C:19](=[CH:20][C:21]=2[O:22][CH3:23])[N:18]=[CH:17][N:16]=[C:15]3[NH:24][C:25]2[CH:30]=[CH:29][C:28]([F:31])=[C:27]([Cl:32])[C:26]=2[F:33])[CH2:7][C@@H:6]1[C:34]([O:36]C)=[O:35])(=[O:4])[CH:2]=[CH2:3].O.[OH-].[Li+]. Product: [C:1]([N:5]1[CH2:10][CH2:9][C@@H:8]([O:11][C:12]2[CH:13]=[C:14]3[C:19](=[CH:20][C:21]=2[O:22][CH3:23])[N:18]=[CH:17][N:16]=[C:15]3[NH:24][C:25]2[CH:30]=[CH:29][C:28]([F:31])=[C:27]([Cl:32])[C:26]=2[F:33])[CH2:7][C@@H:6]1[C:34]([OH:36])=[O:35])(=[O:4])[CH:2]=[CH2:3]. The catalyst class is: 83. (2) Reactant: [CH3:1][O:2][C:3]1[CH:4]=[C:5]([CH:8]=[CH:9][C:10]=1[O:11][CH2:12][C:13]1[C:22]2[C:17](=[CH:18][CH:19]=[CH:20][CH:21]=2)[CH:16]=[CH:15][CH:14]=1)[CH:6]=O.[S:23]1[CH2:27][C:26](=[O:28])[NH:25][C:24]1=[O:29].N1CCCCC1. Product: [CH3:1][O:2][C:3]1[CH:4]=[C:5](/[CH:6]=[C:27]2/[C:26](=[O:28])[NH:25][C:24](=[O:29])[S:23]/2)[CH:8]=[CH:9][C:10]=1[O:11][CH2:12][C:13]1[C:22]2[C:17](=[CH:18][CH:19]=[CH:20][CH:21]=2)[CH:16]=[CH:15][CH:14]=1. The catalyst class is: 8. (3) Reactant: Cl[C:2]1[C:11]2[C:6](=[CH:7][C:8]([S:12]([O:15]C3C(F)=C(F)C(F)=C(F)C=3F)(=[O:14])=O)=[CH:9][CH:10]=2)[CH:5]=[CH:4][N:3]=1.[S:27]1[CH:31]=[N:30][N:29]=[C:28]1[NH2:32].P([O-])([O-])([O-])=O.[K+].[K+].[K+].[CH3:41][O:42][C:43]1[CH:44]=[C:45]([N:58]2[C:66]3[C:61](=[CH:62][CH:63]=[CH:64][CH:65]=3)[CH:60]=[CH:59]2)[CH:46]=[CH:47][C:48]=1B1OC(C)(C)C(C)(C)O1.Cl.O1CCOCC1. Product: [N:58]1([C:45]2[CH:46]=[CH:47][C:48]([C:2]3[C:11]4[C:6](=[CH:7][C:8]([S:12]([NH:32][C:28]5[S:27][CH:31]=[N:30][N:29]=5)(=[O:14])=[O:15])=[CH:9][CH:10]=4)[CH:5]=[CH:4][N:3]=3)=[C:43]([O:42][CH3:41])[CH:44]=2)[C:66]2[C:61](=[CH:62][CH:63]=[CH:64][CH:65]=2)[CH:60]=[CH:59]1. The catalyst class is: 23. (4) Reactant: [OH:1][C:2]1[CH:7]=[C:6]([O:8][CH3:9])[CH:5]=[CH:4][C:3]=1[C:10]([C:12]1[CH:13]=[N:14][C:15]([O:18][CH2:19][C:20]2[N:21]=[C:22]([C:26]3[CH:31]=[CH:30][CH:29]=[CH:28][CH:27]=3)[O:23][C:24]=2[CH3:25])=[CH:16][CH:17]=1)=[O:11].O[C@@H:33]([CH3:40])[C:34]([O:36][CH2:37][CH:38]=[CH2:39])=[O:35].C1(P(C2C=CC=CC=2)C2C=CC=CC=2)C=CC=CC=1.N(C(OCC)=O)=NC(OCC)=O. Product: [CH3:9][O:8][C:6]1[CH:5]=[CH:4][C:3]([C:10]([C:12]2[CH:13]=[N:14][C:15]([O:18][CH2:19][C:20]3[N:21]=[C:22]([C:26]4[CH:31]=[CH:30][CH:29]=[CH:28][CH:27]=4)[O:23][C:24]=3[CH3:25])=[CH:16][CH:17]=2)=[O:11])=[C:2]([CH:7]=1)[O:1][C@H:33]([CH3:40])[C:34]([O:36][CH2:37][CH:38]=[CH2:39])=[O:35]. The catalyst class is: 4. (5) Reactant: [C:1]([O:4][CH2:5][C:6]1[C:11]([N:12]2[CH2:24][CH2:23][N:15]3[C:16]4[CH2:17][CH2:18][CH2:19][CH2:20][C:21]=4[CH:22]=[C:14]3[C:13]2=[O:25])=[CH:10][C:9]([F:26])=[CH:8][C:7]=1B1OC(C)(C)C(C)(C)O1)(=[O:3])[CH3:2].Cl[C:37]1[CH:38]=[C:39]([NH:45][C:46]2[CH:51]=[CH:50][C:49]([N:52]3[CH2:57][CH2:56][N:55]([CH:58]4[CH2:61][O:60][CH2:59]4)[CH2:54][CH2:53]3)=[CH:48][N:47]=2)[C:40](=[O:44])[N:41]([CH3:43])[N:42]=1.CC([O-])=O.[Na+]. Product: [C:1]([O:4][CH2:5][C:6]1[C:11]([N:12]2[CH2:24][CH2:23][N:15]3[C:16]4[CH2:17][CH2:18][CH2:19][CH2:20][C:21]=4[CH:22]=[C:14]3[C:13]2=[O:25])=[CH:10][C:9]([F:26])=[CH:8][C:7]=1[C:37]1[CH:38]=[C:39]([NH:45][C:46]2[CH:51]=[CH:50][C:49]([N:52]3[CH2:57][CH2:56][N:55]([CH:58]4[CH2:59][O:60][CH2:61]4)[CH2:54][CH2:53]3)=[CH:48][N:47]=2)[C:40](=[O:44])[N:41]([CH3:43])[N:42]=1)(=[O:3])[CH3:2]. The catalyst class is: 140. (6) Reactant: O.[NH2:2][NH2:3].[CH2:4]([O:6][C:7](=[O:23])[C:8](=O)[CH2:9][C:10](=O)[CH2:11][CH2:12][C:13]1[CH:18]=[CH:17][C:16]([O:19][CH3:20])=[CH:15][CH:14]=1)[CH3:5]. Product: [CH2:4]([O:6][C:7]([C:8]1[CH:9]=[C:10]([CH2:11][CH2:12][C:13]2[CH:18]=[CH:17][C:16]([O:19][CH3:20])=[CH:15][CH:14]=2)[NH:3][N:2]=1)=[O:23])[CH3:5]. The catalyst class is: 14.